Dataset: Retrosynthesis with 50K atom-mapped reactions and 10 reaction types from USPTO. Task: Predict the reactants needed to synthesize the given product. Given the product CCc1cc(Oc2ccc(S(C)(=O)=O)nc2)cc2cc(C(=O)O)[nH]c12, predict the reactants needed to synthesize it. The reactants are: CCOC(=O)c1cc2cc(Oc3ccc(S(C)(=O)=O)nc3)cc(CC)c2[nH]1.